From a dataset of Forward reaction prediction with 1.9M reactions from USPTO patents (1976-2016). Predict the product of the given reaction. Given the reactants O=[C:2]1[CH2:11][CH2:10][CH:9]2[CH:4]([CH2:5][CH:6]([C:16]([O:18][CH2:19][CH3:20])=[O:17])[N:7]([C:12]([O:14][CH3:15])=[O:13])[CH2:8]2)[CH2:3]1.[CH2:21]([O:23][C:24](=[O:33])[C:25]1[CH:30]=[C:29]([F:31])[CH:28]=[CH:27][C:26]=1[NH2:32])[CH3:22].C(O)(=O)C.[Na], predict the reaction product. The product is: [CH2:21]([O:23][C:24]([C:25]1[CH:30]=[C:29]([F:31])[CH:28]=[CH:27][C:26]=1[NH:32][C@H:2]1[CH2:11][CH2:10][C@@H:9]2[C@@H:4]([CH2:5][C@@H:6]([C:16]([O:18][CH2:19][CH3:20])=[O:17])[N:7]([C:12]([O:14][CH3:15])=[O:13])[CH2:8]2)[CH2:3]1)=[O:33])[CH3:22].